Dataset: Full USPTO retrosynthesis dataset with 1.9M reactions from patents (1976-2016). Task: Predict the reactants needed to synthesize the given product. (1) The reactants are: [Cl:1][C:2]1[CH:3]=[CH:4][C:5]2[O:9][C:8]([C:10]([OH:12])=O)=[C:7]([CH3:13])[C:6]=2[C:14]=1[O:15][CH3:16].C(Cl)(=O)C(Cl)=O.[CH3:23][O:24][C:25](=[O:47])[C@@H:26]([NH:30][S:31]([C:34]1[CH:39]=[CH:38][C:37]([C:40]2[CH:45]=[CH:44][C:43]([NH2:46])=[CH:42][CH:41]=2)=[CH:36][CH:35]=1)(=[O:33])=[O:32])[CH:27]([CH3:29])[CH3:28].N1C=CC=CC=1. Given the product [CH3:23][O:24][C:25](=[O:47])[C@@H:26]([NH:30][S:31]([C:34]1[CH:39]=[CH:38][C:37]([C:40]2[CH:41]=[CH:42][C:43]([NH:46][C:10]([C:8]3[O:9][C:5]4[CH:4]=[CH:3][C:2]([Cl:1])=[C:14]([O:15][CH3:16])[C:6]=4[C:7]=3[CH3:13])=[O:12])=[CH:44][CH:45]=2)=[CH:36][CH:35]=1)(=[O:33])=[O:32])[CH:27]([CH3:29])[CH3:28], predict the reactants needed to synthesize it. (2) Given the product [F:8][C:4]1[CH:5]=[CH:6][CH:7]=[C:2]([F:1])[C:3]=1[N:9]1[C:17]2[CH:16]=[CH:15][NH:14][C:13](=[O:18])[C:12]=2[C:11]([C:19]2[CH:20]=[C:21]([C:24]([OH:26])=[O:25])[S:22][CH:23]=2)=[N:10]1, predict the reactants needed to synthesize it. The reactants are: [F:1][C:2]1[CH:7]=[CH:6][CH:5]=[C:4]([F:8])[C:3]=1[N:9]1[C:17]2[CH:16]=[CH:15][NH:14][C:13](=[O:18])[C:12]=2[C:11]([C:19]2[CH:20]=[C:21]([C:24]([O:26]C)=[O:25])[S:22][CH:23]=2)=[N:10]1.C1COCC1.[OH-].[Na+]. (3) Given the product [CH3:1][C:2]1[NH:8][C:7]([NH:9][C:10]([N:12]2[CH:16]=[CH:15][N:14]=[CH:13]2)=[O:11])=[N:6][C:4](=[O:5])[CH:3]=1, predict the reactants needed to synthesize it. The reactants are: [CH3:1][C:2]1[NH:8][C:7]([NH2:9])=[N:6][C:4](=[O:5])[CH:3]=1.[C:10](N1C=CN=C1)([N:12]1[CH:16]=[CH:15][N:14]=[CH:13]1)=[O:11].CC(C)=O.